This data is from Full USPTO retrosynthesis dataset with 1.9M reactions from patents (1976-2016). The task is: Predict the reactants needed to synthesize the given product. (1) Given the product [C:1]([NH:11][NH2:12])(=[O:9])[C:2]1[CH:7]=[CH:6][CH:5]=[N:4][CH:3]=1, predict the reactants needed to synthesize it. The reactants are: [C:1]([O:9]C)(=O)[C:2]1[CH:7]=[CH:6][CH:5]=[N:4][CH:3]=1.[NH2:11][NH2:12]. (2) Given the product [Cl:1][C:2]1[CH:3]=[CH:4][C:5]([CH2:6][C:7]2[C:8](=[O:20])[NH:9][C:10]3[C:15]([C:16]=2[CH3:17])=[C:14]([O:18][S:30]([C:33]([F:36])([F:35])[F:34])(=[O:32])=[O:31])[CH:13]=[C:12]([CH3:19])[CH:11]=3)=[CH:21][CH:22]=1, predict the reactants needed to synthesize it. The reactants are: [Cl:1][C:2]1[CH:22]=[CH:21][C:5]([CH2:6][C:7]2[C:8](=[O:20])[NH:9][C:10]3[C:15]([C:16]=2[CH3:17])=[C:14]([OH:18])[CH:13]=[C:12]([CH3:19])[CH:11]=3)=[CH:4][CH:3]=1.C1C=CC(N([S:30]([C:33]([F:36])([F:35])[F:34])(=[O:32])=[O:31])[S:30]([C:33]([F:36])([F:35])[F:34])(=[O:32])=[O:31])=CC=1.C(=O)([O-])[O-].[K+].[K+]. (3) Given the product [Cl:1][C:2]1[N:10]=[C:9]2[C:5]([N:6]=[C:7]([CH2:12][CH2:13][N:23]3[CH2:24][CH2:25][O:26][CH2:27][C:22]3([CH3:28])[CH3:21])[N:8]2[CH3:11])=[C:4]([N:15]2[CH2:20][CH2:19][O:18][CH2:17][CH2:16]2)[N:3]=1, predict the reactants needed to synthesize it. The reactants are: [Cl:1][C:2]1[N:10]=[C:9]2[C:5]([N:6]=[C:7]([CH2:12][CH:13]=O)[N:8]2[CH3:11])=[C:4]([N:15]2[CH2:20][CH2:19][O:18][CH2:17][CH2:16]2)[N:3]=1.[CH3:21][C:22]1([CH3:28])[CH2:27][O:26][CH2:25][CH2:24][NH:23]1.Cl.C(N(CC)CC)C.C(O[BH-](OC(=O)C)OC(=O)C)(=O)C.[Na+]. (4) Given the product [Cl:18][C:15]1[CH:16]=[CH:17][C:12]([CH:8]([C:5]2[CH:4]=[CH:3][C:2]([Cl:1])=[CH:7][CH:6]=2)[C:9]([NH:19][CH2:20][CH2:21][CH2:22][N:23]2[CH2:28][CH2:27][CH:26]([C:29]3[CH:30]=[C:31]([NH:36][C:37](=[O:41])[CH:38]([CH3:39])[CH3:40])[CH:32]=[CH:33][C:34]=3[F:35])[CH2:25][CH2:24]2)=[O:11])=[CH:13][CH:14]=1, predict the reactants needed to synthesize it. The reactants are: [Cl:1][C:2]1[CH:7]=[CH:6][C:5]([CH:8]([C:12]2[CH:17]=[CH:16][C:15]([Cl:18])=[CH:14][CH:13]=2)[C:9]([OH:11])=O)=[CH:4][CH:3]=1.[NH2:19][CH2:20][CH2:21][CH2:22][N:23]1[CH2:28][CH2:27][CH:26]([C:29]2[CH:30]=[C:31]([NH:36][C:37](=[O:41])[CH:38]([CH3:40])[CH3:39])[CH:32]=[CH:33][C:34]=2[F:35])[CH2:25][CH2:24]1. (5) Given the product [CH3:25][O:24][C:22]([C:20]1[O:19][N:18]=[C:17]([O:15][CH2:14][CH2:13][C:3]2[N:4]=[C:5]([C:7]3[CH:12]=[CH:11][CH:10]=[CH:9][CH:8]=3)[O:6][C:2]=2[CH3:1])[CH:21]=1)=[O:23], predict the reactants needed to synthesize it. The reactants are: [CH3:1][C:2]1[O:6][C:5]([C:7]2[CH:12]=[CH:11][CH:10]=[CH:9][CH:8]=2)=[N:4][C:3]=1[CH2:13][CH2:14][OH:15].O[C:17]1[CH:21]=[C:20]([C:22]([O:24][CH3:25])=[O:23])[O:19][N:18]=1.C(P(CCCC)CCCC)CCC.N(C(N1CCCCC1)=O)=NC(N1CCCCC1)=O. (6) Given the product [C:35]([OH:40])(=[O:39])[C:36]([OH:38])=[O:37].[CH3:35][O:1][C@@H:2]1[CH2:10][C:9]2[C:4](=[CH:5][CH:6]=[CH:7][CH:8]=2)[C@H:3]1[O:11][C:12]1[C:20]2[N:19]=[C:18]([CH3:21])[N:17]([CH3:22])[C:16]=2[CH:15]=[C:14]([C:23]([N:25]([CH3:26])[CH3:27])=[O:24])[CH:13]=1, predict the reactants needed to synthesize it. The reactants are: [OH:1][C@@H:2]1[CH2:10][C:9]2[C:4](=[CH:5][CH:6]=[CH:7][CH:8]=2)[C@H:3]1[O:11][C:12]1[C:20]2[N:19]=[C:18]([CH3:21])[N:17]([CH3:22])[C:16]=2[CH:15]=[C:14]([C:23]([N:25]([CH3:27])[CH3:26])=[O:24])[CH:13]=1.[H-].[Na+].CI.N.O.O.[C:35]([OH:40])(=[O:39])[C:36]([OH:38])=[O:37]. (7) Given the product [CH2:1]([C:4]1[CH2:5][C@@H:6]2[C@H:9]([CH:10]=1)[C@@:8]([CH2:11][C:12]([O:14][C:15]([CH3:17])([CH3:16])[CH3:18])=[O:13])([CH2:39][N+:36]([O-:38])=[O:37])[CH2:7]2)[CH2:2][CH3:3], predict the reactants needed to synthesize it. The reactants are: [CH2:1]([C:4]1[CH2:5][C@@H:6]2[C@H:9]([CH:10]=1)[C:8](=[CH:11][C:12]([O:14][C:15]([CH3:18])([CH3:17])[CH3:16])=[O:13])[CH2:7]2)[CH2:2][CH3:3].N12CCCN=C1CCCCC2.P([O-])(O)(O)=O.[K+].[N+:36]([CH3:39])([O-:38])=[O:37].